From a dataset of Reaction yield outcomes from USPTO patents with 853,638 reactions. Predict the reaction yield, written as a fraction of the theoretical maximum amount of product (1.0 means a 100% yield; for example, 0.34 means a 34% yield). The reactants are [S:1]1[C:5]2[CH:6]=[C:7]([O:10][NH:11][C:12]([NH:14][C:15]([C:18]3[CH:23]=[CH:22][CH:21]=[CH:20][N:19]=3)([CH3:17])[CH3:16])=[O:13])[CH:8]=[CH:9][C:4]=2[N:3]=[CH:2]1.C(=O)([O-])[O-].[K+].[K+].[CH2:30](I)[CH3:31]. The catalyst is CN(C)C=O.[Cl-].[Na+].O. The product is [S:1]1[C:5]2[CH:6]=[C:7]([O:10][N:11]([CH2:30][CH3:31])[C:12]([NH:14][C:15]([C:18]3[CH:23]=[CH:22][CH:21]=[CH:20][N:19]=3)([CH3:17])[CH3:16])=[O:13])[CH:8]=[CH:9][C:4]=2[N:3]=[CH:2]1. The yield is 0.740.